Binary Classification. Given a drug SMILES string, predict its activity (active/inactive) in a high-throughput screening assay against a specified biological target. From a dataset of Cav3 T-type calcium channel HTS with 100,875 compounds. (1) The drug is S(Cc1c(ccc(c1)C)C)c1n(Cc2occc2)c(nn1)c1sccc1. The result is 0 (inactive). (2) The drug is Fc1ccc(CN2C(C=CCN(CCCCC)CC2=O)c2ccc(OC)cc2)cc1. The result is 0 (inactive).